Task: Predict the product of the given reaction.. Dataset: Forward reaction prediction with 1.9M reactions from USPTO patents (1976-2016) (1) Given the reactants [CH2:1]([O:8][C:9]1[CH:14]=[C:13]([O:15][CH2:16][C:17]2[CH:22]=[CH:21][CH:20]=[CH:19][CH:18]=2)[C:12]([CH:23]([CH3:25])[CH3:24])=[CH:11][C:10]=1[C:26]1[O:30][N:29]=[C:28]([C:31]([NH:33][CH2:34][CH3:35])=[O:32])[C:27]=1[C:36]1[O:40][N:39]=[C:38]([C:41]([NH2:43])=O)[CH:37]=1)[C:2]1[CH:7]=[CH:6][CH:5]=[CH:4][CH:3]=1.S(Cl)(Cl)=O, predict the reaction product. The product is: [CH2:1]([O:8][C:9]1[CH:14]=[C:13]([O:15][CH2:16][C:17]2[CH:22]=[CH:21][CH:20]=[CH:19][CH:18]=2)[C:12]([CH:23]([CH3:25])[CH3:24])=[CH:11][C:10]=1[C:26]1[O:30][N:29]=[C:28]([C:31]([NH:33][CH2:34][CH3:35])=[O:32])[C:27]=1[C:36]1[O:40][N:39]=[C:38]([C:41]#[N:43])[CH:37]=1)[C:2]1[CH:3]=[CH:4][CH:5]=[CH:6][CH:7]=1. (2) Given the reactants [C:1]([C:3]1[CH:42]=[CH:41][C:6]2[N:7]([CH2:29][C:30]3[C:39]4[C:34](=[CH:35][CH:36]=[CH:37][CH:38]=4)[CH:33]=[CH:32][C:31]=3[CH3:40])[C:8](=[O:28])[C@@H:9]([NH:20]C(=O)OC(C)(C)C)[C@H:10]([CH3:19])[N:11]([C:12](=[O:18])[CH2:13][S:14]([CH3:17])(=[O:16])=[O:15])[C:5]=2[CH:4]=1)#[N:2].[ClH:43], predict the reaction product. The product is: [ClH:43].[NH2:20][C@@H:9]1[C:8](=[O:28])[N:7]([CH2:29][C:30]2[C:39]3[C:34](=[CH:35][CH:36]=[CH:37][CH:38]=3)[CH:33]=[CH:32][C:31]=2[CH3:40])[C:6]2[CH:41]=[CH:42][C:3]([C:1]#[N:2])=[CH:4][C:5]=2[N:11]([C:12](=[O:18])[CH2:13][S:14]([CH3:17])(=[O:16])=[O:15])[C@H:10]1[CH3:19]. (3) Given the reactants [Br:1][C:2]1[C:3]([C@@H:14]([NH:24][C:25](=[O:31])[O:26][C:27]([CH3:30])([CH3:29])[CH3:28])[CH2:15][C:16]2[CH:21]=[C:20]([F:22])[CH:19]=[C:18]([F:23])[CH:17]=2)=[N:4][CH:5]=[C:6](C#CC(O)(C)C)[CH:7]=1.[CH3:32][C:33]([OH:37])([C:35]#[CH:36])[CH3:34].BrC1C([C@@H](NC(=O)OC(C)(C)C)CC2C=C(F)C=C(F)C=2)=NC(Br)=CC=1, predict the reaction product. The product is: [Br:1][C:2]1[C:3]([C@@H:14]([NH:24][C:25](=[O:31])[O:26][C:27]([CH3:29])([CH3:28])[CH3:30])[CH2:15][C:16]2[CH:21]=[C:20]([F:22])[CH:19]=[C:18]([F:23])[CH:17]=2)=[N:4][C:5]([C:36]#[C:35][C:33]([OH:37])([CH3:34])[CH3:32])=[CH:6][CH:7]=1. (4) Given the reactants C([O:8][C:9]1[C:14]2[N:15]=[C:16]([CH3:19])[N:17]([CH3:18])[C:13]=2[CH:12]=[C:11]([N:20]([CH3:24])[C:21](=[O:23])[CH3:22])[CH:10]=1)C1C=CC=CC=1.[I-].O.C(=O)(O)[O-].[Na+], predict the reaction product. The product is: [CH3:16][N:17]([CH2:18][C:10]1[C:11]([N:20]([CH3:24])[C:21](=[O:23])[CH3:22])=[CH:12][C:13]2[N:17]([CH3:18])[C:16]([CH3:19])=[N:15][C:14]=2[C:9]=1[OH:8])[CH3:13]. (5) Given the reactants [CH2:1]([O:3][C:4]([C:6]1[C:10]([O:11][CH2:12][C:13]([F:16])([F:15])[F:14])=[C:9]([C:17]([O:19][CH2:20][CH3:21])=[O:18])[NH:8][N:7]=1)=[O:5])[CH3:2].[H-].[Na+].Br[CH2:25][C:26]([NH:28][C:29]1[CH:34]=[CH:33][C:32]([Cl:35])=[CH:31][N:30]=1)=[O:27], predict the reaction product. The product is: [CH2:1]([O:3][C:4]([C:6]1[C:10]([O:11][CH2:12][C:13]([F:15])([F:16])[F:14])=[C:9]([C:17]([O:19][CH2:20][CH3:21])=[O:18])[N:8]([CH2:25][C:26](=[O:27])[NH:28][C:29]2[CH:34]=[CH:33][C:32]([Cl:35])=[CH:31][N:30]=2)[N:7]=1)=[O:5])[CH3:2]. (6) Given the reactants [OH:1][C@H:2]1[CH2:7][CH2:6][CH2:5][CH2:4][C@@H:3]1[NH:8][C:9]([C:11]1[C:15]2=[N:16][CH:17]=[CH:18][C:19]([CH3:20])=[C:14]2[NH:13][CH:12]=1)=[O:10].C([O-])([O-])=O.[Cs+].[Cs+].Br[CH2:28][C:29]1[CH:34]=[CH:33][C:32]([F:35])=[CH:31][CH:30]=1, predict the reaction product. The product is: [F:35][C:32]1[CH:33]=[CH:34][C:29]([CH2:28][N:13]2[C:14]3[C:15](=[N:16][CH:17]=[CH:18][C:19]=3[CH3:20])[C:11]([C:9]([NH:8][C@H:3]3[CH2:4][CH2:5][CH2:6][CH2:7][C@@H:2]3[OH:1])=[O:10])=[CH:12]2)=[CH:30][CH:31]=1.